Dataset: Forward reaction prediction with 1.9M reactions from USPTO patents (1976-2016). Task: Predict the product of the given reaction. (1) Given the reactants [SH:1][CH2:2][C:3]1([CH2:6][C:7]([O:9]C)=[O:8])[CH2:5][CH2:4]1.[OH-].[Na+:12], predict the reaction product. The product is: [C:7]([O-:9])(=[O:8])[CH3:6].[SH:1][CH2:2][CH:3]1[CH2:5][CH2:4]1.[Na+:12]. (2) Given the reactants S([C:15]1[C:24]2[C:19](=[CH:20][CH:21]=[C:22]([Br:25])[CH:23]=2)[C:18](=[O:26])[NH:17][CH:16]=1)S[C:15]1[C:24]2[C:19](=[CH:20][CH:21]=[C:22]([Br:25])[CH:23]=2)[C:18](=[O:26])[NH:17][CH:16]=1.[C:27]([O:33][CH2:34][C:35]([CH3:39])([CH3:38])[CH2:36]Br)(=[O:32])[C:28]([CH3:31])([CH3:30])[CH3:29].C(=O)([O-])[O-].[Cs+].[Cs+].O, predict the reaction product. The product is: [C:27]([O:33][CH2:34][C:35]([CH3:39])([CH3:38])[CH2:36][N:17]1[CH:16]=[CH:15][C:24]2[C:19](=[CH:20][CH:21]=[C:22]([Br:25])[CH:23]=2)[C:18]1=[O:26])(=[O:32])[C:28]([CH3:29])([CH3:30])[CH3:31]. (3) Given the reactants Cl[C:2]1[N:11]=[C:10]([N:12]2[CH2:16][CH2:15][C@H:14]([C:17]([NH:19][CH3:20])=[O:18])[CH2:13]2)[C:9]2[CH2:8][CH2:7][CH2:6][CH2:5][C:4]=2[N:3]=1.[NH2:21][C:22]1[CH:23]=[C:24]([CH:27]=[C:28]([NH2:30])[CH:29]=1)[C:25]#[N:26], predict the reaction product. The product is: [NH2:21][C:22]1[CH:29]=[C:28]([NH:30][C:2]2[N:11]=[C:10]([N:12]3[CH2:16][CH2:15][C@H:14]([C:17]([NH:19][CH3:20])=[O:18])[CH2:13]3)[C:9]3[CH2:8][CH2:7][CH2:6][CH2:5][C:4]=3[N:3]=2)[CH:27]=[C:24]([C:25]#[N:26])[CH:23]=1. (4) Given the reactants [N:1]([CH2:4][CH2:5][O:6][CH2:7][CH2:8][O:9][CH2:10][CH2:11][O:12][CH2:13][CH2:14][P:15](=[O:22])([O:19][CH2:20][CH3:21])[O:16][CH2:17][CH3:18])=[N+]=[N-], predict the reaction product. The product is: [NH2:1][CH2:4][CH2:5][O:6][CH2:7][CH2:8][O:9][CH2:10][CH2:11][O:12][CH2:13][CH2:14][P:15](=[O:22])([O:16][CH2:17][CH3:18])[O:19][CH2:20][CH3:21]. (5) Given the reactants [NH:1]1[C:9]2[C:4](=[CH:5][CH:6]=[CH:7][CH:8]=2)[CH:3]=[CH:2]1.[H-].[Na+].[Br:12][C:13]1[CH:18]=[C:17]([CH2:19]Br)[CH:16]=[CH:15][C:14]=1[O:21][CH3:22].[Cl-].[NH4+], predict the reaction product. The product is: [Br:12][C:13]1[CH:18]=[C:17]([CH:16]=[CH:15][C:14]=1[O:21][CH3:22])[CH2:19][N:1]1[C:9]2[C:4](=[CH:5][CH:6]=[CH:7][CH:8]=2)[CH:3]=[CH:2]1. (6) Given the reactants [Cl:1][C:2]1[CH:3]=[C:4]([OH:14])[CH:5]=[N:6][C:7]=1[O:8][CH2:9][C:10]([F:13])([F:12])[F:11].[CH3:15][N:16]([CH3:32])[S:17]([NH:20][C:21](=[O:31])[C:22]1[CH:27]=[C:26]([F:28])[C:25](F)=[CH:24][C:23]=1[F:30])(=[O:19])=[O:18], predict the reaction product. The product is: [CH2:5]([NH:6][CH2:7][CH3:2])[CH3:4].[Cl:1][C:2]1[CH:3]=[C:4]([O:14][C:25]2[C:26]([F:28])=[CH:27][C:22]([C:21]([NH:20][S:17]([N:16]([CH3:32])[CH3:15])(=[O:19])=[O:18])=[O:31])=[C:23]([F:30])[CH:24]=2)[CH:5]=[N:6][C:7]=1[O:8][CH2:9][C:10]([F:11])([F:12])[F:13].